From a dataset of Full USPTO retrosynthesis dataset with 1.9M reactions from patents (1976-2016). Predict the reactants needed to synthesize the given product. (1) Given the product [Br:8][C:9]1[CH:10]=[C:11]2[C:12](=[CH:14][C:15]=1[CH3:16])[NH:13][N:41]=[CH:17]2, predict the reactants needed to synthesize it. The reactants are: C(OC(=O)C)(=O)C.[Br:8][C:9]1[C:15]([CH3:16])=[CH:14][C:12]([NH2:13])=[C:11]([CH3:17])[CH:10]=1.C([O-])(=O)C.[K+].C1OCCOCCOCCOCCOCCOC1.[N:41](OC(C)(C)C)=O.Cl. (2) Given the product [Cl:1][C:2]1[CH:11]=[C:10]2[C:5]([C:6]([N:12]3[CH2:17][CH2:16][N:15]([C:26]([NH:25][C:22]4[CH:23]=[CH:24][C:19]([F:18])=[CH:20][CH:21]=4)=[O:27])[CH2:14][CH2:13]3)=[CH:7][CH:8]=[N:9]2)=[CH:4][CH:3]=1, predict the reactants needed to synthesize it. The reactants are: [Cl:1][C:2]1[CH:11]=[C:10]2[C:5]([C:6]([N:12]3[CH2:17][CH2:16][NH:15][CH2:14][CH2:13]3)=[CH:7][CH:8]=[N:9]2)=[CH:4][CH:3]=1.[F:18][C:19]1[CH:24]=[CH:23][C:22]([N:25]=[C:26]=[O:27])=[CH:21][CH:20]=1.CCCCCC.CCOC(C)=O. (3) The reactants are: [Cl:1][C:2]1[N:7]=[C:6]([CH2:8][C:9]([C:11]2[CH:12]=[C:13]([NH:17][C:18](=[O:27])[C:19]3[C:24]([F:25])=[CH:23][CH:22]=[CH:21][C:20]=3[F:26])[CH:14]=[CH:15][CH:16]=2)=O)[CH:5]=[CH:4][N:3]=1.[CH3:28][CH:29]([CH3:33])[C:30](=[S:32])[NH2:31]. Given the product [Cl:1][C:2]1[N:7]=[C:6]([C:8]2[S:32][C:30]([CH:29]([CH3:33])[CH3:28])=[N:31][C:9]=2[C:11]2[CH:12]=[C:13]([NH:17][C:18](=[O:27])[C:19]3[C:24]([F:25])=[CH:23][CH:22]=[CH:21][C:20]=3[F:26])[CH:14]=[CH:15][CH:16]=2)[CH:5]=[CH:4][N:3]=1, predict the reactants needed to synthesize it.